Dataset: Forward reaction prediction with 1.9M reactions from USPTO patents (1976-2016). Task: Predict the product of the given reaction. (1) The product is: [N:28]1[S:32][N:31]=[C:30]2[CH:33]=[C:34]([CH2:37][C@H:38]([CH3:53])[CH2:39][OH:40])[CH:35]=[CH:36][C:29]=12. Given the reactants [Li+].CC([N-]C(C)C)C.C1COCC1.CCCCCCC.CCOCC.B.N.[N:28]1[S:32][N:31]=[C:30]2[CH:33]=[C:34]([CH2:37][C@H:38]([CH3:53])[C:39](N([C@H](C)[C@H](O)C3C=CC=CC=3)C)=[O:40])[CH:35]=[CH:36][C:29]=12.Cl, predict the reaction product. (2) Given the reactants [CH3:1][N:2]1[CH2:8][CH:7]=[CH:6][CH2:5][C@H:4]([NH:9]C(=O)OC(C)(C)C)[C:3]1=[O:17].Cl, predict the reaction product. The product is: [NH2:9][C@H:4]1[CH2:5][CH:6]=[CH:7][CH2:8][N:2]([CH3:1])[C:3]1=[O:17].